Dataset: NCI-60 drug combinations with 297,098 pairs across 59 cell lines. Task: Regression. Given two drug SMILES strings and cell line genomic features, predict the synergy score measuring deviation from expected non-interaction effect. (1) Drug 1: C1=NNC2=C1C(=O)NC=N2. Drug 2: C1C(C(OC1N2C=NC(=NC2=O)N)CO)O. Cell line: HT29. Synergy scores: CSS=6.95, Synergy_ZIP=0.00130, Synergy_Bliss=6.33, Synergy_Loewe=-6.00, Synergy_HSA=0.986. (2) Drug 1: CC(C1=C(C=CC(=C1Cl)F)Cl)OC2=C(N=CC(=C2)C3=CN(N=C3)C4CCNCC4)N. Drug 2: C#CCC(CC1=CN=C2C(=N1)C(=NC(=N2)N)N)C3=CC=C(C=C3)C(=O)NC(CCC(=O)O)C(=O)O. Cell line: HT29. Synergy scores: CSS=8.95, Synergy_ZIP=-7.39, Synergy_Bliss=-9.03, Synergy_Loewe=-21.7, Synergy_HSA=-9.70. (3) Drug 1: CC1=CC=C(C=C1)C2=CC(=NN2C3=CC=C(C=C3)S(=O)(=O)N)C(F)(F)F. Drug 2: C1CCC(C(C1)N)N.C(=O)(C(=O)[O-])[O-].[Pt+4]. Cell line: MCF7. Synergy scores: CSS=29.0, Synergy_ZIP=-7.58, Synergy_Bliss=0.335, Synergy_Loewe=-10.7, Synergy_HSA=-0.443. (4) Drug 1: C1=C(C(=O)NC(=O)N1)F. Drug 2: CCN(CC)CCNC(=O)C1=C(NC(=C1C)C=C2C3=C(C=CC(=C3)F)NC2=O)C. Cell line: U251. Synergy scores: CSS=31.3, Synergy_ZIP=-4.66, Synergy_Bliss=-8.29, Synergy_Loewe=-7.64, Synergy_HSA=-7.26. (5) Drug 1: C1=CC(=CC=C1C#N)C(C2=CC=C(C=C2)C#N)N3C=NC=N3. Drug 2: C1CC(=O)NC(=O)C1N2C(=O)C3=CC=CC=C3C2=O. Cell line: SK-OV-3. Synergy scores: CSS=-2.86, Synergy_ZIP=5.02, Synergy_Bliss=-3.00, Synergy_Loewe=-5.46, Synergy_HSA=-4.69. (6) Drug 1: C1=NC(=NC(=O)N1C2C(C(C(O2)CO)O)O)N. Drug 2: C(CC(=O)O)C(=O)CN.Cl. Cell line: HCT-15. Synergy scores: CSS=30.8, Synergy_ZIP=-8.85, Synergy_Bliss=-14.4, Synergy_Loewe=-32.5, Synergy_HSA=-8.30. (7) Drug 1: CC1C(C(CC(O1)OC2CC(CC3=C2C(=C4C(=C3O)C(=O)C5=C(C4=O)C(=CC=C5)OC)O)(C(=O)CO)O)N)O.Cl. Drug 2: C1=CC(=CC=C1CC(C(=O)O)N)N(CCCl)CCCl.Cl. Cell line: COLO 205. Synergy scores: CSS=43.6, Synergy_ZIP=2.83, Synergy_Bliss=3.02, Synergy_Loewe=1.63, Synergy_HSA=1.92.